This data is from Catalyst prediction with 721,799 reactions and 888 catalyst types from USPTO. The task is: Predict which catalyst facilitates the given reaction. Reactant: [Cl:1][C:2]1[CH:7]=[CH:6][C:5]([O:8][CH2:9][C@H:10]2[CH2:12][O:11]2)=[CH:4][C:3]=1[C:13]1[N:18]=[C:17]([NH:19][C@H:20]2[CH2:25][CH2:24][N:23]([CH:26]3[CH2:28][CH2:27]3)[C@@H:22]([CH3:29])[CH2:21]2)[C:16]([CH3:30])=[C:15]([C:31]2[C:32]([CH3:37])=[N:33][O:34][C:35]=2[CH3:36])[N:14]=1.[CH3:38][NH:39][CH3:40]. Product: [Cl:1][C:2]1[CH:7]=[CH:6][C:5]([O:8][CH2:9][C@H:10]([OH:11])[CH2:12][N:39]([CH3:40])[CH3:38])=[CH:4][C:3]=1[C:13]1[N:18]=[C:17]([NH:19][C@H:20]2[CH2:25][CH2:24][N:23]([CH:26]3[CH2:28][CH2:27]3)[C@@H:22]([CH3:29])[CH2:21]2)[C:16]([CH3:30])=[C:15]([C:31]2[C:32]([CH3:37])=[N:33][O:34][C:35]=2[CH3:36])[N:14]=1. The catalyst class is: 24.